Dataset: Reaction yield outcomes from USPTO patents with 853,638 reactions. Task: Predict the reaction yield, written as a fraction of the theoretical maximum amount of product (1.0 means a 100% yield; for example, 0.34 means a 34% yield). (1) The reactants are [CH2:1]([O:8][C:9]1[S:13][C:12]([CH:14]=O)=[CH:11][CH:10]=1)[C:2]1[CH:7]=[CH:6][CH:5]=[CH:4][CH:3]=1.[N:16]1C=CC=CC=1.Cl.NO.C(N1C=CN=C1)(N1C=CN=C1)=O.C(N(CC)CC)C. The catalyst is CN(C)C=O.O. The product is [CH2:1]([O:8][C:9]1[S:13][C:12]([C:14]#[N:16])=[CH:11][CH:10]=1)[C:2]1[CH:7]=[CH:6][CH:5]=[CH:4][CH:3]=1. The yield is 0.140. (2) The reactants are C(OC([N:8]1[CH2:14][CH2:13][C:12]2[C:15]([S:20][CH2:21][CH2:22][CH2:23][C:24](=[O:28])[N:25]([CH3:27])[CH3:26])=[C:16]([Cl:19])[CH:17]=[CH:18][C:11]=2[CH2:10][CH2:9]1)=O)(C)(C)C.Cl.O1CCOCC1. The catalyst is C(Cl)Cl. The product is [ClH:19].[Cl:19][C:16]1[CH:17]=[CH:18][C:11]2[CH2:10][CH2:9][NH:8][CH2:14][CH2:13][C:12]=2[C:15]=1[S:20][CH2:21][CH2:22][CH2:23][C:24](=[O:28])[N:25]([CH3:26])[CH3:27]. The yield is 0.570. (3) The reactants are Cl[C:2]1[N:7]=[C:6]([NH:8][C:9]2[NH:10][N:11]=[C:12]([O:14][CH:15]([CH3:17])[CH3:16])[CH:13]=2)[CH:5]=[CH:4][N:3]=1.[CH3:18][C:19]1([C:22]2[CH:26]=[C:25]([CH2:27][NH2:28])[O:24][N:23]=2)[CH2:21][CH2:20]1.C(N(C(C)C)C(C)C)C. The catalyst is COCCO. The product is [CH3:18][C:19]1([C:22]2[CH:26]=[C:25]([CH2:27][NH:28][C:2]3[N:7]=[C:6]([NH:8][C:9]4[NH:10][N:11]=[C:12]([O:14][CH:15]([CH3:17])[CH3:16])[CH:13]=4)[CH:5]=[CH:4][N:3]=3)[O:24][N:23]=2)[CH2:20][CH2:21]1. The yield is 0.213. (4) The reactants are [NH2:1]N.C1COCC1.C[N:9](C)/[CH:10]=[C:11](\[C:22]1[CH:27]=[CH:26][N:25]=[CH:24][CH:23]=1)/[C:12]([C:14]1[CH:15]=[C:16]([CH:19]=[CH:20][CH:21]=1)[C:17]#[N:18])=O. No catalyst specified. The product is [N:25]1[CH:26]=[CH:27][C:22]([C:11]2[C:12]([C:14]3[CH:15]=[C:16]([CH:19]=[CH:20][CH:21]=3)[C:17]#[N:18])=[N:1][NH:9][CH:10]=2)=[CH:23][CH:24]=1. The yield is 0.900. (5) The reactants are [Br:1]N1C(=O)CCC1=O.C1(P(C2C=CC=CC=2)C2C=CC=CC=2)C=CC=CC=1.[CH3:28][C:29]([O:37][CH2:38][CH2:39]O)([C:31]1[CH:36]=[CH:35][CH:34]=[CH:33][CH:32]=1)[CH3:30]. The catalyst is C(Cl)Cl.[Al]. The product is [Br:1][CH2:39][CH2:38][O:37][C:29]([C:31]1[CH:36]=[CH:35][CH:34]=[CH:33][CH:32]=1)([CH3:30])[CH3:28]. The yield is 0.420.